Task: Predict the product of the given reaction.. Dataset: Forward reaction prediction with 1.9M reactions from USPTO patents (1976-2016) (1) Given the reactants C([O:5][C:6](=[O:36])[CH2:7][O:8][C:9]1[CH:10]=[CH:11][C:12]2[CH2:18][CH2:17][CH2:16][CH:15]([NH:19][CH2:20][C@H:21]([OH:34])[C:22]3[CH:27]=[CH:26][C:25]([OH:28])=[C:24]([NH:29][S:30]([CH3:33])(=[O:32])=[O:31])[CH:23]=3)[CH2:14][C:13]=2[CH:35]=1)(C)(C)C.FC(F)(F)C(O)=O.[Cl:44]CCl, predict the reaction product. The product is: [ClH:44].[OH:34][C@H:21]([C:22]1[CH:27]=[CH:26][C:25]([OH:28])=[C:24]([NH:29][S:30]([CH3:33])(=[O:32])=[O:31])[CH:23]=1)[CH2:20][NH:19][CH:15]1[CH2:14][C:13]2[CH:35]=[C:9]([O:8][CH2:7][C:6]([OH:36])=[O:5])[CH:10]=[CH:11][C:12]=2[CH2:18][CH2:17][CH2:16]1. (2) Given the reactants [CH2:1]1[CH2:5][O:4][CH2:3][CH2:2]1.[CH3:6][C:7]([CH3:9])=O.[OH2:10].I([O-])(=O)(=O)=O.[Na+].[C:17]([O:20][CH2:21]C)(=[O:19])[CH3:18], predict the reaction product. The product is: [CH:6]([C:7]1[C:2]2[C:1](=[CH:5][CH:1]=[CH:2][CH:3]=2)[C:5]([O:4][CH3:3])=[C:18]([C:17]([O:20][CH3:21])=[O:19])[CH:9]=1)=[O:10].